Dataset: Forward reaction prediction with 1.9M reactions from USPTO patents (1976-2016). Task: Predict the product of the given reaction. (1) Given the reactants [Br:1][C:2]1[CH:7]=[CH:6][C:5]([OH:8])=[C:4]([CH3:9])[CH:3]=1.[C:10]([O-])([O-])=O.[K+].[K+].IC, predict the reaction product. The product is: [Br:1][C:2]1[CH:7]=[CH:6][C:5]([O:8][CH3:10])=[C:4]([CH3:9])[CH:3]=1. (2) Given the reactants [NH2:1][C:2]1[C:3]([I:16])=[C:4]([C:13]([Cl:15])=[O:14])[C:5]([I:12])=[C:6]([C:10]=1[I:11])[C:7](Cl)=[O:8].[CH3:17][NH:18][CH2:19][CH:20]=[CH2:21], predict the reaction product. The product is: [CH2:19]([N:18]([CH3:17])[C:7]([C:6]1[C:5]([I:12])=[C:4]([C:3]([I:16])=[C:2]([NH2:1])[C:10]=1[I:11])[C:13]([Cl:15])=[O:14])=[O:8])[CH:20]=[CH2:21]. (3) Given the reactants Cl[C:2]1[CH:3]=[CH:4][C:5]2[N:6]([C:8]([CH:11]([CH3:13])[CH3:12])=[N:9][N:10]=2)[N:7]=1.[CH3:14][C:15]1[CH:20]=[C:19]([O:21][C:22]([F:25])([F:24])[F:23])[CH:18]=[CH:17][C:16]=1B(O)O.C([O-])([O-])=O.[Na+].[Na+].CN(C=O)C, predict the reaction product. The product is: [CH:11]([C:8]1[N:6]2[N:7]=[C:2]([C:16]3[CH:17]=[CH:18][C:19]([O:21][C:22]([F:23])([F:24])[F:25])=[CH:20][C:15]=3[CH3:14])[CH:3]=[CH:4][C:5]2=[N:10][N:9]=1)([CH3:13])[CH3:12]. (4) Given the reactants [NH3:1].CO.O=[C:5]1[CH2:10][CH2:9][CH2:8][CH2:7][CH:6]1[C:11]([O:13][CH2:14][CH3:15])=[O:12], predict the reaction product. The product is: [NH2:1][C:5]1[CH2:10][CH2:9][CH2:8][CH2:7][C:6]=1[C:11]([O:13][CH2:14][CH3:15])=[O:12]. (5) Given the reactants Cl/[C:2](=[N:14]\[OH:15])/[C:3]([NH:6][C:7](=[O:13])[O:8][C:9]([CH3:12])([CH3:11])[CH3:10])([CH3:5])[CH3:4].[CH3:16][Si:17]([C:20]#[CH:21])([CH3:19])[CH3:18], predict the reaction product. The product is: [CH3:4][C:3]([NH:6][C:7](=[O:13])[O:8][C:9]([CH3:12])([CH3:11])[CH3:10])([C:2]1[CH:21]=[C:20]([Si:17]([CH3:19])([CH3:18])[CH3:16])[O:15][N:14]=1)[CH3:5].